From a dataset of Forward reaction prediction with 1.9M reactions from USPTO patents (1976-2016). Predict the product of the given reaction. (1) Given the reactants [O:1]1[C:5]2[CH:6]=[CH:7][C:8]([C:10]3[S:11][CH:12]=[C:13]([C:15]([NH:17][C:18]4[NH:22][N:21]=[C:20]([C:23]([O:25]CC)=[O:24])[N:19]=4)=[O:16])[N:14]=3)=[CH:9][C:4]=2[CH2:3][CH2:2]1.O.C(O)C.CCOCC, predict the reaction product. The product is: [O:1]1[C:5]2[CH:6]=[CH:7][C:8]([C:10]3[S:11][CH:12]=[C:13]([C:15]([NH:17][C:18]4[NH:19][C:20]([C:23]([OH:25])=[O:24])=[N:21][N:22]=4)=[O:16])[N:14]=3)=[CH:9][C:4]=2[CH2:3][CH2:2]1. (2) The product is: [CH2:28]([N:17]([C:18](=[O:27])[C:19]1[C:24]([F:25])=[CH:23][CH:22]=[CH:21][C:20]=1[F:26])[C:15]1[CH:14]=[CH:13][C:12]2[N:8]([CH2:7][C:6]([OH:38])=[O:5])[C:9]([CH2:35][CH2:36][CH3:37])=[N:10][C:11]=2[CH:16]=1)[C:29]1[CH:34]=[CH:33][CH:32]=[CH:31][CH:30]=1. Given the reactants C([O:5][C:6](=[O:38])[CH2:7][N:8]1[C:12]2[CH:13]=[CH:14][C:15]([N:17]([CH2:28][C:29]3[CH:34]=[CH:33][CH:32]=[CH:31][CH:30]=3)[C:18](=[O:27])[C:19]3[C:24]([F:25])=[CH:23][CH:22]=[CH:21][C:20]=3[F:26])=[CH:16][C:11]=2[N:10]=[C:9]1[CH2:35][CH2:36][CH3:37])(C)(C)C.C(O)(C(F)(F)F)=O, predict the reaction product. (3) Given the reactants [NH:1]1[C:10]2[C:5](=[CH:6][CH:7]=[CH:8][CH:9]=2)[CH2:4][CH2:3][CH2:2]1.Cl[CH:12]1[CH2:17][CH2:16][CH2:15][CH2:14][C:13]1=O.N1C=CC=CC=1, predict the reaction product. The product is: [CH:8]1[CH:7]=[CH:6][C:5]2[CH2:4][CH2:3][CH2:2][N:1]3[C:10]=2[C:9]=1[C:12]1[CH2:17][CH2:16][CH2:15][CH2:14][C:13]=13. (4) Given the reactants Cl[C:2]1[C:11]([CH3:12])=[C:10]([Cl:13])[C:9]2[C:4](=[CH:5][C:6]([F:15])=[CH:7][C:8]=2[F:14])[N:3]=1.[N:16]1[CH:21]=[CH:20][C:19](B(O)O)=[CH:18][CH:17]=1.C(=O)([O-])[O-].[K+].[K+], predict the reaction product. The product is: [Cl:13][C:10]1[C:9]2[C:4](=[CH:5][C:6]([F:15])=[CH:7][C:8]=2[F:14])[N:3]=[C:2]([C:19]2[CH:20]=[CH:21][N:16]=[CH:17][CH:18]=2)[C:11]=1[CH3:12]. (5) Given the reactants [F:1][C:2]1[CH:21]=[CH:20][C:5]2[C:6]([C:9]3[CH:14]=[CH:13][C:12]([O:15][CH2:16][C@H:17]4[CH2:19][O:18]4)=[CH:11][CH:10]=3)=[N:7][O:8][C:4]=2[CH:3]=1.[F:22][C:23]1[CH:31]=[C:30]2[C:26]([C:27]([N:32]3[CH2:37][CH2:36][NH:35][CH2:34][CH2:33]3)=[N:28][NH:29]2)=[CH:25][CH:24]=1, predict the reaction product. The product is: [F:1][C:2]1[CH:21]=[CH:20][C:5]2[C:6]([C:9]3[CH:10]=[CH:11][C:12]([O:15][CH2:16][C@H:17]([OH:18])[CH2:19][N:35]4[CH2:36][CH2:37][N:32]([C:27]5[C:26]6[C:30](=[CH:31][C:23]([F:22])=[CH:24][CH:25]=6)[NH:29][N:28]=5)[CH2:33][CH2:34]4)=[CH:13][CH:14]=3)=[N:7][O:8][C:4]=2[CH:3]=1. (6) The product is: [OH:10][CH2:9][CH:3]1[CH2:2][CH:1]2[N:8]([C:17]([O:19][CH2:20][C:21]3[CH:26]=[CH:25][CH:24]=[CH:23][CH:22]=3)=[O:18])[CH:5]([CH2:6][CH2:7]2)[CH2:4]1. Given the reactants [CH:1]12[NH:8][CH:5]([CH2:6][CH2:7]1)[CH2:4][CH:3]([CH2:9][OH:10])[CH2:2]2.C(=O)(O)[O-].[Na+].Cl[C:17]([O:19][CH2:20][C:21]1[CH:26]=[CH:25][CH:24]=[CH:23][CH:22]=1)=[O:18], predict the reaction product. (7) Given the reactants [CH2:1]([O:3][C:4](=[O:20])[CH:5]([O:17][CH2:18][CH3:19])[CH2:6][C:7]1[CH:8]=[C:9]2[C:13](=[CH:14][CH:15]=1)[NH:12][C:11]([CH3:16])=[CH:10]2)[CH3:2].Cl[CH2:22][C:23]1[N:24]=[C:25]([C:29]2[CH:34]=[CH:33][C:32]([C:35]([F:38])([F:37])[F:36])=[CH:31][CH:30]=2)[O:26][C:27]=1[CH3:28], predict the reaction product. The product is: [CH2:1]([O:3][C:4](=[O:20])[CH:5]([O:17][CH2:18][CH3:19])[CH2:6][C:7]1[CH:8]=[C:9]2[C:13](=[CH:14][CH:15]=1)[N:12]([CH2:22][C:23]1[N:24]=[C:25]([C:29]3[CH:30]=[CH:31][C:32]([C:35]([F:38])([F:37])[F:36])=[CH:33][CH:34]=3)[O:26][C:27]=1[CH3:28])[C:11]([CH3:16])=[CH:10]2)[CH3:2].